This data is from Full USPTO retrosynthesis dataset with 1.9M reactions from patents (1976-2016). The task is: Predict the reactants needed to synthesize the given product. (1) Given the product [Cl:20][C:18]1[CH:17]=[CH:16][C:15]([CH3:21])=[C:14]([N:11]2[C:12](=[O:13])[C:4]3[CH:3]=[C:2]([C:33]4[CH:32]=[C:31]([CH:36]=[CH:35][C:34]=4[O:40][CH3:41])[C:29]#[N:30])[N:6]([CH:7]([CH3:9])[CH3:8])[C:5]=3[CH:10]2[C:22]2[CH:27]=[CH:26][C:25]([Cl:28])=[CH:24][CH:23]=2)[CH:19]=1, predict the reactants needed to synthesize it. The reactants are: Br[C:2]1[N:6]([CH:7]([CH3:9])[CH3:8])[C:5]2[CH:10]([C:22]3[CH:27]=[CH:26][C:25]([Cl:28])=[CH:24][CH:23]=3)[N:11]([C:14]3[CH:19]=[C:18]([Cl:20])[CH:17]=[CH:16][C:15]=3[CH3:21])[C:12](=[O:13])[C:4]=2[CH:3]=1.[C:29]([C:31]1[CH:32]=[CH:33][C:34]([O:40][CH3:41])=[C:35](B(O)O)[CH:36]=1)#[N:30].[O-]P([O-])([O-])=O.[K+].[K+].[K+].O1CCOCC1.O. (2) Given the product [F:1][C:2]1[CH:10]=[C:9]2[C:5]([C:6]([CH:11]3[CH2:16][CH2:15][N:14]([CH3:17])[CH2:13][CH2:12]3)=[CH:7][NH:8]2)=[CH:4][C:3]=1[O:18][CH3:19], predict the reactants needed to synthesize it. The reactants are: [F:1][C:2]1[CH:10]=[C:9]2[C:5]([C:6]([C:11]3[CH2:12][CH2:13][N:14]([CH3:17])[CH2:15][CH:16]=3)=[CH:7][NH:8]2)=[CH:4][C:3]=1[O:18][CH3:19].[BH4-].[Na+].C(O)(=O)C.Cl.[OH-].[Na+]. (3) Given the product [C:1]([O:5][C:6]([N:8]1[CH2:13][CH2:12][N:11]([C:14]2[C:23]([O:24][CH3:25])=[C:22]3[C:17]([C:18](=[O:32])[C:19]([C:29]([O:31][CH2:43][CH:42]=[CH2:41])=[O:30])=[CH:20][N:21]3[CH:26]3[CH2:28][CH2:27]3)=[CH:16][C:15]=2[F:33])[CH2:10][CH:9]1[CH3:34])=[O:7])([CH3:4])([CH3:2])[CH3:3], predict the reactants needed to synthesize it. The reactants are: [C:1]([O:5][C:6]([N:8]1[CH2:13][CH2:12][N:11]([C:14]2[C:23]([O:24][CH3:25])=[C:22]3[C:17]([C:18](=[O:32])[C:19]([C:29]([OH:31])=[O:30])=[CH:20][N:21]3[CH:26]3[CH2:28][CH2:27]3)=[CH:16][C:15]=2[F:33])[CH2:10][CH:9]1[CH3:34])=[O:7])([CH3:4])([CH3:3])[CH3:2].C([O-])([O-])=O.[K+].[K+].[CH2:41](Br)[CH:42]=[CH2:43]. (4) Given the product [CH2:22]([C:19]1[C:14]([NH:13][CH2:3][CH2:4][NH:5][C:6](=[O:12])[CH3:31])=[C:15]([OH:20])[CH:16]=[CH:17][CH:18]=1)[CH3:23], predict the reactants needed to synthesize it. The reactants are: C([CH:3]([NH:13][C:14]1[CH:19]=[CH:18][CH:17]=[CH:16][C:15]=1[OH:20])[CH2:4][NH:5][C:6](=[O:12])OC(C)(C)C)C.Cl.[C:22](OC(=O)C)(=O)[CH3:23].CO.[CH:31](Cl)(Cl)Cl. (5) The reactants are: [C:1]([C:3]1[S:4][CH:5]=[CH:6][N:7]=1)#[N:2].C(N[C@H](C(O)=O)CS)(=O)C.C([O-])(=O)C.[NH4+].C([O:25][C:26](=[O:35])[C:27](=[CH:31][N:32](C)C)[C:28](=O)[CH3:29])C.CC([O-])(C)C.[K+].[OH-].[K+].Cl. Given the product [CH3:29][C:28]1[C:27]([C:26]([OH:35])=[O:25])=[CH:31][N:32]=[C:1]([C:3]2[S:4][CH:5]=[CH:6][N:7]=2)[N:2]=1, predict the reactants needed to synthesize it.